Task: Regression. Given a peptide amino acid sequence and an MHC pseudo amino acid sequence, predict their binding affinity value. This is MHC class II binding data.. Dataset: Peptide-MHC class II binding affinity with 134,281 pairs from IEDB The peptide sequence is CIANGVSTKIVTRIS. The MHC is H-2-IAb with pseudo-sequence H-2-IAb. The binding affinity (normalized) is 0.100.